Predict the reactants needed to synthesize the given product. From a dataset of Full USPTO retrosynthesis dataset with 1.9M reactions from patents (1976-2016). The reactants are: C(=O)([O-])[O-].[K+].[K+].F[C:8]1[C:13]([C:14]([F:17])([F:16])[F:15])=[CH:12][CH:11]=[CH:10][N:9]=1.[NH2:18][C:19]1[C:24]([C:25]2[CH:30]=[CH:29][C:28]([OH:31])=[CH:27][CH:26]=2)=[CH:23][C:22]([Cl:32])=[CH:21][N:20]=1.O. Given the product [Cl:32][C:22]1[CH:23]=[C:24]([C:25]2[CH:26]=[CH:27][C:28]([O:31][C:8]3[C:13]([C:14]([F:17])([F:16])[F:15])=[CH:12][CH:11]=[CH:10][N:9]=3)=[CH:29][CH:30]=2)[C:19]([NH2:18])=[N:20][CH:21]=1, predict the reactants needed to synthesize it.